This data is from Forward reaction prediction with 1.9M reactions from USPTO patents (1976-2016). The task is: Predict the product of the given reaction. Given the reactants C(NC(C)C)(C)C.[Li]CCCC.[C:13]([Si:17]([C:20]1[C:25]([F:26])=[CH:24][N:23]=[C:22]([F:27])[C:21]=1[Cl:28])([CH3:19])[CH3:18])([CH3:16])([CH3:15])[CH3:14].[F:29][C:30]1[C:35]([C:36](N(OC)C)=[O:37])=[CH:34][CH:33]=[CH:32][N:31]=1, predict the reaction product. The product is: [Si:17]([C:20]1[C:21]([Cl:28])=[C:22]([F:27])[N:23]=[C:24]([C:36]([C:35]2[C:30]([F:29])=[N:31][CH:32]=[CH:33][CH:34]=2)=[O:37])[C:25]=1[F:26])([C:13]([CH3:16])([CH3:14])[CH3:15])([CH3:19])[CH3:18].